From a dataset of Reaction yield outcomes from USPTO patents with 853,638 reactions. Predict the reaction yield, written as a fraction of the theoretical maximum amount of product (1.0 means a 100% yield; for example, 0.34 means a 34% yield). (1) The reactants are Br[C:2]1[CH:3]=[C:4]2[C:9](=[CH:10][CH:11]=1)[N:8]=[C:7]([C:12]([CH3:18])([CH3:17])[C:13]([F:16])([F:15])[F:14])[CH:6]=[CH:5]2.C(N(CC)CC)C.C1(P(C2C=CC=CC=2)CCCP(C2C=CC=CC=2)C2C=CC=CC=2)C=CC=CC=1.[CH3:55][OH:56].CN([CH:60]=[O:61])C. The catalyst is C([O-])(=O)C.[Pd+2].C([O-])(=O)C. The product is [F:14][C:13]([F:16])([F:15])[C:12]([C:7]1[CH:6]=[CH:5][C:4]2[C:9](=[CH:10][CH:11]=[C:2]([C:55]([O:61][CH3:60])=[O:56])[CH:3]=2)[N:8]=1)([CH3:18])[CH3:17]. The yield is 0.880. (2) The reactants are [NH2:1][C:2]1[C:3]([C:20]([OH:22])=O)=[N:4][C:5]([C:8]2[C:13]([C:14]([F:17])([F:16])[F:15])=[C:12]([O:18][CH3:19])[CH:11]=[CH:10][N:9]=2)=[CH:6][N:7]=1.[NH2:23][C:24]1[C:29]([N:30]2[CH2:35][CH2:34][C:33]([NH:37][C:38](=[O:44])[O:39][C:40]([CH3:43])([CH3:42])[CH3:41])([CH3:36])[CH2:32][CH2:31]2)=[CH:28][CH:27]=[CH:26][N:25]=1.C(N(C(C)C)C(C)C)C.F[P-](F)(F)(F)(F)F.C(C(=NO[C+](N(C)C)N1CCOCC1)C(OCC)=O)#N. The catalyst is CN(C)C=O. The product is [NH2:1][C:2]1[C:3]([C:20]([NH:23][C:24]2[C:29]([N:30]3[CH2:35][CH2:34][C:33]([NH:37][C:38](=[O:44])[O:39][C:40]([CH3:43])([CH3:42])[CH3:41])([CH3:36])[CH2:32][CH2:31]3)=[CH:28][CH:27]=[CH:26][N:25]=2)=[O:22])=[N:4][C:5]([C:8]2[C:13]([C:14]([F:16])([F:17])[F:15])=[C:12]([O:18][CH3:19])[CH:11]=[CH:10][N:9]=2)=[CH:6][N:7]=1. The yield is 0.810. (3) The reactants are [CH2:1]([N:3]([CH2:21][CH3:22])[C:4]([C:6]1[CH:20]=[CH:19][C:9]([CH2:10][C:11]2[CH:16]=[CH:15][CH:14]=[CH:13][C:12]=2[O:17]C)=[CH:8][CH:7]=1)=[O:5])[CH3:2].B(Br)(Br)Br. The catalyst is ClCCl. The product is [CH2:21]([N:3]([CH2:1][CH3:2])[C:4]([C:6]1[CH:20]=[CH:19][C:9]([CH2:10][C:11]2[CH:16]=[CH:15][CH:14]=[CH:13][C:12]=2[OH:17])=[CH:8][CH:7]=1)=[O:5])[CH3:22]. The yield is 0.790. (4) The reactants are [Br:1][C:2]1[C:3]([CH3:10])=[C:4]([CH3:9])[C:5](N)=[N:6][CH:7]=1.[OH:11]S(O)(=O)=O.N([O-])=O.[Na+]. The catalyst is O. The product is [Br:1][C:2]1[C:3]([CH3:10])=[C:4]([CH3:9])[C:5](=[O:11])[NH:6][CH:7]=1. The yield is 0.620. (5) The catalyst is O1CCOCC1.C(OCC)(=O)C. The yield is 0.520. The product is [C:18]([C@@H:11]1[C:12]2[C:17](=[CH:16][CH:15]=[CH:14][CH:13]=2)[C@H:9]([NH:8][C:6](=[O:7])[C:5]2[CH:21]=[CH:22][CH:23]=[C:3]([C:2]([F:1])([F:25])[F:24])[CH:4]=2)[CH2:10]1)#[N:20]. The reactants are [F:1][C:2]([F:25])([F:24])[C:3]1[CH:4]=[C:5]([CH:21]=[CH:22][CH:23]=1)[C:6]([NH:8][C@H:9]1[C:17]2[C:12](=[CH:13][CH:14]=[CH:15][CH:16]=2)[C@@H:11]([C:18]([NH2:20])=O)[CH2:10]1)=[O:7].FC(F)(F)C(OC(=O)C(F)(F)F)=O.N1C=CC=CC=1.